Dataset: Reaction yield outcomes from USPTO patents with 853,638 reactions. Task: Predict the reaction yield, written as a fraction of the theoretical maximum amount of product (1.0 means a 100% yield; for example, 0.34 means a 34% yield). (1) The reactants are N1CCCCC1.[ClH:7].[CH2:8]([C:11]1([N:21]2[CH2:26][CH2:25][CH2:24][CH2:23][CH2:22]2)[CH2:16][C:15]([CH3:18])([CH3:17])[CH2:14][C:13]([CH3:20])([CH3:19])[CH2:12]1)[CH:9]=[CH2:10].BrCC#C. No catalyst specified. The product is [ClH:7].[CH3:17][C:15]1([CH3:18])[CH2:14][C:13]([CH3:19])([CH3:20])[CH2:12][C:11]([N:21]2[CH2:26][CH2:25][CH2:24][CH2:23][CH2:22]2)([CH2:8][C:9]#[CH:10])[CH2:16]1. The yield is 0.0600. (2) The yield is 0.460. The catalyst is CN(C)C=O. The reactants are [OH:1][C:2]1[CH:7]=[CH:6][N:5]=[C:4]([C:8]([O:10][CH2:11][CH3:12])=[O:9])[CH:3]=1.Cl[CH2:14][C:15]1[S:16][CH:17]=[C:18]([CH:20]([CH3:22])[CH3:21])[N:19]=1.[I-].[K+].C(=O)([O-])[O-].[K+].[K+]. The product is [CH:20]([C:18]1[N:19]=[C:15]([CH2:14][O:1][C:2]2[CH:7]=[CH:6][N:5]=[C:4]([C:8]([O:10][CH2:11][CH3:12])=[O:9])[CH:3]=2)[S:16][CH:17]=1)([CH3:22])[CH3:21]. (3) The reactants are [CH2:1]([O:8][C:9]1[CH:14]=[CH:13][N:12]([C:15]2[S:16][C:17]([C:21](O)=[O:22])=[C:18]([CH3:20])[N:19]=2)[C:11](=[O:24])[CH:10]=1)[C:2]1[CH:7]=[CH:6][CH:5]=[CH:4][CH:3]=1.C(N(CC)C(C)C)(C)C.CN(C)CCCN=C=NCC.ON1C2C=CC=CC=2N=N1.[S:55]1[C:59]([CH2:60][NH2:61])=[CH:58][C:57]2[CH:62]=[CH:63][CH:64]=[CH:65][C:56]1=2. The catalyst is CN(C=O)C. The product is [S:55]1[C:59]([CH2:60][NH:61][C:21]([C:17]2[S:16][C:15]([N:12]3[CH:13]=[CH:14][C:9]([O:8][CH2:1][C:2]4[CH:3]=[CH:4][CH:5]=[CH:6][CH:7]=4)=[CH:10][C:11]3=[O:24])=[N:19][C:18]=2[CH3:20])=[O:22])=[CH:58][C:57]2[CH:62]=[CH:63][CH:64]=[CH:65][C:56]1=2. The yield is 0.780.